Task: Predict the reaction yield, written as a fraction of the theoretical maximum amount of product (1.0 means a 100% yield; for example, 0.34 means a 34% yield).. Dataset: Reaction yield outcomes from USPTO patents with 853,638 reactions (1) The reactants are [Br:1][C:2]1[CH:7]=[CH:6][C:5]([OH:8])=[CH:4][N:3]=1.Br[CH:10]1[CH2:13][CH2:12][CH2:11]1.C(=O)([O-])[O-].[K+].[K+]. The catalyst is CN(C=O)C.CCOC(C)=O. The product is [Br:1][C:2]1[CH:7]=[CH:6][C:5]([O:8][CH:10]2[CH2:13][CH2:12][CH2:11]2)=[CH:4][N:3]=1. The yield is 0.699. (2) The reactants are [F:1][C:2]1[CH:34]=[C:33]([F:35])[CH:32]=[CH:31][C:3]=1[O:4][C:5]1[CH:10]=[CH:9][C:8]([S:11]([CH3:14])(=[O:13])=[O:12])=[CH:7][C:6]=1[C:15]1[C:16]2[CH:25]=[C:24]([C:26](OCC)=[O:27])[NH:23][C:17]=2[C:18](=[O:22])[N:19]([CH3:21])[CH:20]=1.[H-].[Al+3].[Li+].[H-].[H-].[H-]. The catalyst is O1CCCC1. The product is [F:1][C:2]1[CH:34]=[C:33]([F:35])[CH:32]=[CH:31][C:3]=1[O:4][C:5]1[CH:10]=[CH:9][C:8]([S:11]([CH3:14])(=[O:12])=[O:13])=[CH:7][C:6]=1[C:15]1[C:16]2[CH:25]=[C:24]([CH2:26][OH:27])[NH:23][C:17]=2[C:18](=[O:22])[N:19]([CH3:21])[CH:20]=1. The yield is 0.550. (3) The reactants are [Cl:1][C:2]1[N:7]=[CH:6][C:5]([NH:8][CH3:9])=[C:4](I)[CH:3]=1.[Cl:11][C:12]1[CH:17]=[CH:16][CH:15]=[CH:14][C:13]=1B(O)O.C1(P(C2C=CC=CC=2)C2C=CC=CC=2)C=CC=CC=1.C(=O)([O-])[O-].[Na+].[Na+]. The catalyst is C(OCC)(=O)C.C([O-])(=O)C.[Pd+2].C([O-])(=O)C.COCCOC. The product is [Cl:1][C:2]1[N:7]=[CH:6][C:5]([NH:8][CH3:9])=[C:4]([C:13]2[CH:14]=[CH:15][CH:16]=[CH:17][C:12]=2[Cl:11])[CH:3]=1. The yield is 0.830. (4) The reactants are [C:1]([OH:14])(=O)[C:2]1([CH2:12][CH2:11][CH:7]([C:8]([OH:10])=[O:9])[C:4]1([CH3:6])[CH3:5])[CH3:3].P(Cl)(Cl)(Cl)(Cl)Cl.[C:21]([N:25]1[CH:29]=[C:28]([CH2:30][CH2:31][CH2:32][CH3:33])[C:27](=[NH:34])[S:26]1)([CH3:24])([CH3:23])[CH3:22].[CH2:35](N(CC)CC)[CH3:36]. The catalyst is CCCCCC.O1CCCC1.C(OCC)(=O)C.C(O)C. The product is [CH2:30]([C:28]1=[CH:29][N:25]([C:21]([CH3:24])([CH3:23])[CH3:22])[S:26]/[C:27]/1=[N:34]\[C:1]([C@:2]1([CH3:3])[CH2:12][CH2:11][C@H:7]([C:8]([O:10][CH2:35][CH3:36])=[O:9])[C:4]1([CH3:5])[CH3:6])=[O:14])[CH2:31][CH2:32][CH3:33]. The yield is 0.520. (5) The reactants are C[Mg]Cl.[CH2:4]([O:11][C:12](=[O:26])[NH:13][C@H:14]1[CH2:19][CH2:18][C@H:17]([C:20](=[O:25])N(OC)C)[CH2:16][CH2:15]1)[C:5]1[CH:10]=[CH:9][CH:8]=[CH:7][CH:6]=1.[C:27](OCC)(=O)C. The catalyst is O1CCCC1. The product is [CH2:4]([O:11][C:12](=[O:26])[NH:13][C@H:14]1[CH2:15][CH2:16][C@H:17]([C:20](=[O:25])[CH3:27])[CH2:18][CH2:19]1)[C:5]1[CH:6]=[CH:7][CH:8]=[CH:9][CH:10]=1. The yield is 0.390. (6) The reactants are [CH3:1][C:2]1[CH:3]=[C:4]([CH:7]=[C:8]([CH3:18])[C:9]=1[O:10][CH2:11][C@@H:12]1[CH2:16][CH2:15][C:14](=[O:17])[NH:13]1)[CH:5]=O.[NH2:19][C:20]1[CH:28]=[C:27]([O:29][CH3:30])[CH:26]=[C:25]([O:31][CH3:32])[C:21]=1[C:22]([NH2:24])=[O:23].OS([O-])=O.[Na+].CC1C=CC(S(O)(=O)=O)=CC=1. The catalyst is CC(N(C)C)=O.C(OCC)(=O)C. The product is [CH3:1][C:2]1[CH:3]=[C:4]([C:5]2[NH:24][C:22](=[O:23])[C:21]3[C:20](=[CH:28][C:27]([O:29][CH3:30])=[CH:26][C:25]=3[O:31][CH3:32])[N:19]=2)[CH:7]=[C:8]([CH3:18])[C:9]=1[O:10][CH2:11][C@@H:12]1[CH2:16][CH2:15][C:14](=[O:17])[NH:13]1. The yield is 0.310. (7) The reactants are [CH:1]1([CH2:4][N:5]2[CH:9]=[C:8]([N+:10]([O-])=O)[CH:7]=[N:6]2)[CH2:3][CH2:2]1. The catalyst is CO.[Pd]. The product is [CH:1]1([CH2:4][N:5]2[CH:9]=[C:8]([NH2:10])[CH:7]=[N:6]2)[CH2:3][CH2:2]1. The yield is 0.800. (8) The reactants are Br[CH2:2][C:3]([O:5][C:6]([CH3:9])([CH3:8])[CH3:7])=[O:4].C(=O)([O-])[O-].[K+].[K+].[OH:16][C:17]1[CH:22]=[CH:21][C:20]([C@H:23]2[CH2:25][C@@H:24]2[C:26]([NH:28][C@@H:29]([C:31]2[CH:36]=[CH:35][C:34]([O:37][CH2:38][C:39]([F:42])([F:41])[F:40])=[CH:33][N:32]=2)[CH3:30])=[O:27])=[CH:19][CH:18]=1.O. The catalyst is ClCCl. The product is [F:42][C:39]([F:40])([F:41])[CH2:38][O:37][C:34]1[CH:35]=[CH:36][C:31]([C@H:29]([NH:28][C:26]([C@H:24]2[CH2:25][C@@H:23]2[C:20]2[CH:19]=[CH:18][C:17]([O:16][CH2:2][C:3]([O:5][C:6]([CH3:9])([CH3:8])[CH3:7])=[O:4])=[CH:22][CH:21]=2)=[O:27])[CH3:30])=[N:32][CH:33]=1. The yield is 0.700.